This data is from Forward reaction prediction with 1.9M reactions from USPTO patents (1976-2016). The task is: Predict the product of the given reaction. (1) The product is: [CH3:1][S:2]([N:5]1[CH2:10][CH2:9][N:8]([CH2:11][C:12]2[S:28][C:15]3[N:16]=[C:17]([C:34]4[CH:39]=[C:38]5[N:40]=[CH:41][N:42]([CH2:43][O:44][CH2:45][CH2:46][Si:47]([CH3:50])([CH3:49])[CH3:48])[C:37]5=[N:36][CH:35]=4)[N:18]=[C:19]([N:20]4[CH2:25][CH2:24][O:23][CH2:22][CH2:21]4)[C:14]=3[CH:13]=2)[CH2:7][CH2:6]1)(=[O:3])=[O:4]. Given the reactants [CH3:1][S:2]([N:5]1[CH2:10][CH2:9][N:8]([CH2:11][C:12]2[S:28][C:15]3[N:16]=[C:17](SC)[N:18]=[C:19]([N:20]4[CH2:25][CH2:24][O:23][CH2:22][CH2:21]4)[C:14]=3[CH:13]=2)[CH2:7][CH2:6]1)(=[O:4])=[O:3].C([Sn](CCCC)(CCCC)[C:34]1[CH:35]=[N:36][C:37]2[N:42]([CH2:43][O:44][CH2:45][CH2:46][Si:47]([CH3:50])([CH3:49])[CH3:48])[CH:41]=[N:40][C:38]=2[CH:39]=1)CCC, predict the reaction product. (2) The product is: [C:31]([O:30][C:28]([NH:27][C@H:24]1[CH2:25][CH2:26][C@H:22]([O:21][C:15]2[CH:16]=[C:17]([F:20])[CH:18]=[CH:19][C:14]=2[NH:13][C:12]2[C:7]3[C:6]([CH3:36])=[C:5]([C:3]([OH:4])=[O:2])[S:35][C:8]=3[N:9]=[CH:10][N:11]=2)[CH2:23]1)=[O:29])([CH3:34])([CH3:32])[CH3:33]. Given the reactants C[O:2][C:3]([C:5]1[S:35][C:8]2[N:9]=[CH:10][N:11]=[C:12]([NH:13][C:14]3[CH:19]=[CH:18][C:17]([F:20])=[CH:16][C:15]=3[O:21][C@H:22]3[CH2:26][CH2:25][C@H:24]([NH:27][C:28]([O:30][C:31]([CH3:34])([CH3:33])[CH3:32])=[O:29])[CH2:23]3)[C:7]=2[C:6]=1[CH3:36])=[O:4].[OH-].[Li+].Cl, predict the reaction product. (3) Given the reactants [CH3:1][O:2][C:3](=[O:16])[C@@H:4]([NH:8][C:9]([O:11][C:12]([CH3:15])([CH3:14])[CH3:13])=[O:10])[C@@H:5]([NH2:7])[CH3:6].F[C:18]1[CH:23]=[CH:22][CH:21]=[CH:20][C:19]=1[N+:24]([O-:26])=[O:25].C(=O)([O-])O.[Na+], predict the reaction product. The product is: [CH3:1][O:2][C:3](=[O:16])[C@@H:4]([NH:8][C:9]([O:11][C:12]([CH3:15])([CH3:14])[CH3:13])=[O:10])[C@@H:5]([NH:7][C:18]1[CH:23]=[CH:22][CH:21]=[CH:20][C:19]=1[N+:24]([O-:26])=[O:25])[CH3:6]. (4) The product is: [C:23]([O:27][C:28]([N:19]1[CH2:20][CH2:21][N:16]([C:8]2[C:9]3[CH:15]=[CH:14][CH:13]=[CH:12][C:10]=3[NH:11][C:5]3[CH:4]=[CH:3][C:2]([Cl:1])=[CH:22][C:6]=3[N:7]=2)[CH2:17][CH2:18]1)=[O:29])([CH3:26])([CH3:25])[CH3:24]. Given the reactants [Cl:1][C:2]1[CH:3]=[CH:4][C:5]2[NH:11][C:10]3[CH:12]=[CH:13][CH:14]=[CH:15][C:9]=3[C:8]([N:16]3[CH2:21][CH2:20][NH:19][CH2:18][CH2:17]3)=[N:7][C:6]=2[CH:22]=1.[C:23]([O:27][C:28](O[C:28]([O:27][C:23]([CH3:26])([CH3:25])[CH3:24])=[O:29])=[O:29])([CH3:26])([CH3:25])[CH3:24], predict the reaction product. (5) Given the reactants [N:1]1[CH:6]=[CH:5][CH:4]=[C:3]([CH2:7][NH:8][C:9]([C:11]2[S:15][C:14]([C:16]3[NH:17][N:18]=[CH:19][CH:20]=3)=[N:13][C:12]=2[CH3:21])=[O:10])[CH:2]=1.Br[CH2:23][C:24]1[CH:25]=[C:26]([CH:29]=[CH:30][CH:31]=1)[C:27]#[N:28], predict the reaction product. The product is: [N:1]1[CH:6]=[CH:5][CH:4]=[C:3]([CH2:7][NH:8][C:9]([C:11]2[S:15][C:14]([C:16]3[CH:20]=[CH:19][N:18]([CH2:23][C:24]4[CH:31]=[CH:30][CH:29]=[C:26]([C:27]#[N:28])[CH:25]=4)[N:17]=3)=[N:13][C:12]=2[CH3:21])=[O:10])[CH:2]=1. (6) Given the reactants Cl.[CH3:2][O:3][C:4]1[C:5](=[O:19])[C:6]([C:16]([OH:18])=O)=[N:7][N:8]([C:10]2[CH:11]=[N:12][CH:13]=[CH:14][CH:15]=2)[CH:9]=1.Cl.[CH3:21][NH:22][O:23][CH3:24].F[B-](F)(F)F.N1(OC(N(C)C)=[N+](C)C)C2C=CC=CC=2N=N1, predict the reaction product. The product is: [CH3:24][O:23][N:22]([CH3:21])[C:16]([C:6]1[C:5](=[O:19])[C:4]([O:3][CH3:2])=[CH:9][N:8]([C:10]2[CH:11]=[N:12][CH:13]=[CH:14][CH:15]=2)[N:7]=1)=[O:18].